From a dataset of Reaction yield outcomes from USPTO patents with 853,638 reactions. Predict the reaction yield, written as a fraction of the theoretical maximum amount of product (1.0 means a 100% yield; for example, 0.34 means a 34% yield). (1) The reactants are [CH3:1][O:2][C:3]1[CH:4]=[C:5]2[C:9](=[CH:10][CH:11]=1)[NH:8][CH:7]=[CH:6]2.C[Mg]Br.[C:15]1([C:25](Cl)=[O:26])[C:24]2[C:19](=[CH:20][CH:21]=[CH:22][CH:23]=2)[CH:18]=[CH:17][CH:16]=1.[Cl-].[NH4+]. The catalyst is C(OCC)C. The product is [CH3:1][O:2][C:3]1[CH:4]=[C:5]2[C:9](=[CH:10][CH:11]=1)[NH:8][CH:7]=[C:6]2[C:25]([C:15]1[C:24]2[C:19](=[CH:20][CH:21]=[CH:22][CH:23]=2)[CH:18]=[CH:17][CH:16]=1)=[O:26]. The yield is 0.750. (2) The yield is 0.290. The reactants are [CH:1]1([CH2:4][N:5]2[CH2:30][CH2:29][C@:12]34[C:13]5[C:14]6[O:28][C@H:11]3[CH:10]([OH:31])[CH2:9][CH2:8][C@@:7]4([OH:32])[C@H:6]2[CH2:19][C:18]=5[CH:17]=[CH:16][C:15]=6[O:20][CH2:21][C:22]2[CH:27]=[CH:26][CH:25]=[CH:24][CH:23]=2)[CH2:3][CH2:2]1.[CH3:33]I.[H-].[Na+]. The catalyst is C1COCC1. The product is [CH:1]1([CH2:4][N:5]2[CH2:30][CH2:29][C@:12]34[C:13]5[C:14]6[O:28][C@H:11]3[CH:10]([O:31][CH3:33])[CH2:9][CH2:8][C@@:7]4([OH:32])[C@H:6]2[CH2:19][C:18]=5[CH:17]=[CH:16][C:15]=6[O:20][CH2:21][C:22]2[CH:23]=[CH:24][CH:25]=[CH:26][CH:27]=2)[CH2:3][CH2:2]1. (3) The reactants are Br[C:2]1[CH:3]=[C:4]2[C:10]([C:11]3[CH:12]=[N:13][N:14]([CH2:16][C:17]4[CH:22]=[CH:21][CH:20]=[C:19]([F:23])[CH:18]=4)[CH:15]=3)=[CH:9][N:8]([S:24]([C:27]3[CH:33]=[CH:32][C:30]([CH3:31])=[CH:29][CH:28]=3)(=[O:26])=[O:25])[C:5]2=[N:6][CH:7]=1.CC1(C)C(C)(C)OB([C:42]2[CH:43]=[CH:44][C:45]([N:48]3[CH2:53][CH2:52][N:51]([C:54]([O:56][C:57]([CH3:60])([CH3:59])[CH3:58])=[O:55])[CH2:50][CH2:49]3)=[N:46][CH:47]=2)O1.C(=O)([O-])[O-].[Na+].[Na+]. The product is [F:23][C:19]1[CH:18]=[C:17]([CH:22]=[CH:21][CH:20]=1)[CH2:16][N:14]1[CH:15]=[C:11]([C:10]2[C:4]3[C:5](=[N:6][CH:7]=[C:2]([C:42]4[CH:43]=[CH:44][C:45]([N:48]5[CH2:53][CH2:52][N:51]([C:54]([O:56][C:57]([CH3:60])([CH3:59])[CH3:58])=[O:55])[CH2:50][CH2:49]5)=[N:46][CH:47]=4)[CH:3]=3)[N:8]([S:24]([C:27]3[CH:28]=[CH:29][C:30]([CH3:31])=[CH:32][CH:33]=3)(=[O:25])=[O:26])[CH:9]=2)[CH:12]=[N:13]1. The yield is 0.690. The catalyst is Cl[Pd](Cl)([P](C1C=CC=CC=1)(C1C=CC=CC=1)C1C=CC=CC=1)[P](C1C=CC=CC=1)(C1C=CC=CC=1)C1C=CC=CC=1.COCCOC.O. (4) The reactants are C(OC([N:8]1[C:12]2[CH:13]=[CH:14][CH:15]=[CH:16][C:11]=2[N:10]=[C:9]1[CH2:17][N:18]([CH2:30][CH2:31][CH2:32][CH2:33][N:34]1C(=O)C2C(=CC=CC=2)C1=O)[CH:19]1[C:28]2[N:27]=[C:26]([CH3:29])[CH:25]=[CH:24][C:23]=2[CH2:22][CH2:21][CH2:20]1)=O)(C)(C)C.O.NN. The catalyst is C(O)C. The product is [NH:8]1[C:12]2[CH:13]=[CH:14][CH:15]=[CH:16][C:11]=2[N:10]=[C:9]1[CH2:17][N:18]([CH:19]1[C:28]2[N:27]=[C:26]([CH3:29])[CH:25]=[CH:24][C:23]=2[CH2:22][CH2:21][CH2:20]1)[CH2:30][CH2:31][CH2:32][CH2:33][NH2:34]. The yield is 0.590. (5) The reactants are N.C([N:9]1[CH2:13][CH:12]([CH2:14][CH:15]([CH3:19])[CH2:16][CH2:17][CH3:18])[CH2:11][C:10]1=[O:20])C1C=CC=CC=1.[Na]. The catalyst is C1COCC1. The product is [CH3:19][CH:15]([CH2:16][CH2:17][CH3:18])[CH2:14][CH:12]1[CH2:13][NH:9][C:10](=[O:20])[CH2:11]1. The yield is 0.860. (6) The reactants are [Br:1][C:2]1[CH:6]=[N:5][N:4]([CH3:7])[C:3]=1[C:8]1[CH:9]=[C:10]([NH2:16])[CH:11]=[CH:12][C:13]=1[O:14][CH3:15].[F:17][C:18]([F:30])([F:29])[O:19][C:20]1[CH:25]=[CH:24][C:23]([N:26]=[C:27]=[O:28])=[CH:22][CH:21]=1. The catalyst is C(Cl)Cl. The product is [Br:1][C:2]1[CH:6]=[N:5][N:4]([CH3:7])[C:3]=1[C:8]1[CH:9]=[C:10]([NH:16][C:27]([NH:26][C:23]2[CH:24]=[CH:25][C:20]([O:19][C:18]([F:17])([F:29])[F:30])=[CH:21][CH:22]=2)=[O:28])[CH:11]=[CH:12][C:13]=1[O:14][CH3:15]. The yield is 0.580. (7) The yield is 1.00. The catalyst is C1COCC1.II. The reactants are [Mg].Br[C:3]1[CH:8]=[CH:7][C:6]([F:9])=[CH:5][CH:4]=1.[CH3:10][C:11]1[CH:18]=[C:17]([CH3:19])[CH:16]=[CH:15][C:12]=1[CH:13]=[O:14].[Cl-].[NH4+]. The product is [CH3:10][C:11]1[CH:18]=[C:17]([CH3:19])[CH:16]=[CH:15][C:12]=1[CH:13]([C:3]1[CH:8]=[CH:7][C:6]([F:9])=[CH:5][CH:4]=1)[OH:14].